This data is from NCI-60 drug combinations with 297,098 pairs across 59 cell lines. The task is: Regression. Given two drug SMILES strings and cell line genomic features, predict the synergy score measuring deviation from expected non-interaction effect. (1) Drug 1: CC1OCC2C(O1)C(C(C(O2)OC3C4COC(=O)C4C(C5=CC6=C(C=C35)OCO6)C7=CC(=C(C(=C7)OC)O)OC)O)O. Drug 2: C1=CC=C(C=C1)NC(=O)CCCCCCC(=O)NO. Cell line: SW-620. Synergy scores: CSS=45.3, Synergy_ZIP=-0.432, Synergy_Bliss=1.67, Synergy_Loewe=-2.21, Synergy_HSA=4.32. (2) Drug 1: C1=C(C(=O)NC(=O)N1)N(CCCl)CCCl. Drug 2: CC1C(C(CC(O1)OC2CC(CC3=C2C(=C4C(=C3O)C(=O)C5=CC=CC=C5C4=O)O)(C(=O)C)O)N)O. Cell line: SNB-19. Synergy scores: CSS=47.0, Synergy_ZIP=-4.37, Synergy_Bliss=-6.60, Synergy_Loewe=-1.77, Synergy_HSA=-0.402. (3) Drug 1: C1=CC=C(C=C1)NC(=O)CCCCCCC(=O)NO. Drug 2: C(CN)CNCCSP(=O)(O)O. Cell line: A549. Synergy scores: CSS=6.80, Synergy_ZIP=-1.16, Synergy_Bliss=-0.0976, Synergy_Loewe=-0.917, Synergy_HSA=0.897. (4) Drug 1: C1CC(CCC1OC2=C(C(=CC=C2)Cl)F)(CC3=NC(=CC=C3)NC4=NC=CS4)C(=O)O. Drug 2: COCCOC1=C(C=C2C(=C1)C(=NC=N2)NC3=CC=CC(=C3)C#C)OCCOC. Cell line: NCI-H460. Synergy scores: CSS=40.5, Synergy_ZIP=-2.48, Synergy_Bliss=-2.13, Synergy_Loewe=-0.769, Synergy_HSA=2.41. (5) Drug 1: CCC1(C2=C(COC1=O)C(=O)N3CC4=CC5=C(C=CC(=C5CN(C)C)O)N=C4C3=C2)O.Cl. Drug 2: COCCOC1=C(C=C2C(=C1)C(=NC=N2)NC3=CC=CC(=C3)C#C)OCCOC.Cl. Cell line: MDA-MB-435. Synergy scores: CSS=27.4, Synergy_ZIP=-4.30, Synergy_Bliss=1.13, Synergy_Loewe=-5.89, Synergy_HSA=6.95. (6) Drug 1: CN1CCC(CC1)COC2=C(C=C3C(=C2)N=CN=C3NC4=C(C=C(C=C4)Br)F)OC. Cell line: HL-60(TB). Synergy scores: CSS=0.751, Synergy_ZIP=11.7, Synergy_Bliss=4.66, Synergy_Loewe=-4.74, Synergy_HSA=-3.83. Drug 2: CC(C)NC(=O)C1=CC=C(C=C1)CNNC.Cl. (7) Drug 1: C1CN1C2=NC(=NC(=N2)N3CC3)N4CC4. Drug 2: B(C(CC(C)C)NC(=O)C(CC1=CC=CC=C1)NC(=O)C2=NC=CN=C2)(O)O. Cell line: SW-620. Synergy scores: CSS=53.5, Synergy_ZIP=1.55, Synergy_Bliss=3.10, Synergy_Loewe=-15.9, Synergy_HSA=4.93. (8) Synergy scores: CSS=13.7, Synergy_ZIP=-4.31, Synergy_Bliss=-2.38, Synergy_Loewe=-7.13, Synergy_HSA=-1.51. Cell line: T-47D. Drug 2: C(CCl)NC(=O)N(CCCl)N=O. Drug 1: C1CC(C1)(C(=O)O)C(=O)O.[NH2-].[NH2-].[Pt+2].